This data is from Forward reaction prediction with 1.9M reactions from USPTO patents (1976-2016). The task is: Predict the product of the given reaction. (1) Given the reactants [CH:1]1[C:10]2[C:5](=[CH:6][CH:7]=[CH:8][CH:9]=2)[CH:4]=[CH:3][C:2]=1[S:11](Cl)(=[O:13])=[O:12].[NH2:15][C:16]1[CH:17]=[C:18]([CH:28]=[CH:29][C:30]=1[O:31][CH3:32])[C:19]([NH:21][C:22]1[CH:27]=[CH:26][CH:25]=[CH:24][CH:23]=1)=[O:20], predict the reaction product. The product is: [CH:1]1[C:10]2[C:5](=[CH:6][CH:7]=[CH:8][CH:9]=2)[CH:4]=[CH:3][C:2]=1[S:11]([NH:15][C:16]1[CH:17]=[C:18]([CH:28]=[CH:29][C:30]=1[O:31][CH3:32])[C:19]([NH:21][C:22]1[CH:27]=[CH:26][CH:25]=[CH:24][CH:23]=1)=[O:20])(=[O:13])=[O:12]. (2) Given the reactants [Br:1][C:2]1[CH:7]=[CH:6][C:5]([C:8]2[O:12][N:11]=[C:10]([CH3:13])[C:9]=2[NH2:14])=[CH:4][CH:3]=1.[CH2:15]([N:22]1[CH2:27][CH2:26][C:25](=O)[CH2:24][CH2:23]1)[C:16]1[CH:21]=[CH:20][CH:19]=[CH:18][CH:17]=1.C(O)(=O)C.C([BH3-])#N.[Na+], predict the reaction product. The product is: [CH2:15]([N:22]1[CH2:27][CH2:26][CH:25]([NH:14][C:9]2[C:10]([CH3:13])=[N:11][O:12][C:8]=2[C:5]2[CH:4]=[CH:3][C:2]([Br:1])=[CH:7][CH:6]=2)[CH2:24][CH2:23]1)[C:16]1[CH:21]=[CH:20][CH:19]=[CH:18][CH:17]=1. (3) Given the reactants C(OC(=O)CC1C2C(=CC=CC=2)C=C(N2CC3(CC3)N(CC3C=CC=CC=3)CC2)N=1)C.C([N:39]1[CH2:46][CH2:45][N:44]([C:47]2[N:48]=[C:49]([CH2:57][C:58]([NH2:60])=[O:59])[C:50]3[C:55]([CH:56]=2)=[CH:54][CH:53]=[CH:52][CH:51]=3)[CH2:43][C:40]21[CH2:42][CH2:41]2)C1C=CC=CC=1.C(N)=O.C[O-].[Na+].O, predict the reaction product. The product is: [CH2:41]1[C:40]2([CH2:43][N:44]([C:47]3[N:48]=[C:49]([CH2:57][C:58]([NH2:60])=[O:59])[C:50]4[C:55]([CH:56]=3)=[CH:54][CH:53]=[CH:52][CH:51]=4)[CH2:45][CH2:46][NH:39]2)[CH2:42]1. (4) Given the reactants [CH2:1]([NH:3][C:4]([N:6]1[C:10]2=[N:11][CH:12]=[N:13][C:14]([N:15]=CN(C)C)=[C:9]2[C:8]([C:20]2[CH:25]=[CH:24][C:23]([Cl:26])=[CH:22][CH:21]=2)=[N:7]1)=[O:5])[CH3:2], predict the reaction product. The product is: [CH2:1]([NH:3][C:4]([N:6]1[C:10]2=[N:11][CH:12]=[N:13][C:14]([NH2:15])=[C:9]2[C:8]([C:20]2[CH:21]=[CH:22][C:23]([Cl:26])=[CH:24][CH:25]=2)=[N:7]1)=[O:5])[CH3:2]. (5) Given the reactants [F:1][C:2]1[CH:7]=[CH:6][C:5](I)=[CH:4][CH:3]=1.[Na].[F-].C([N+](CCCC)(CCCC)CCCC)CCC.C(OC([N:35]1[CH2:40][CH2:39][N:38]([C:41]([C:43]2[C:44]3[C:58]([CH:59]=[CH2:60])=[N:57][N:56](C4CCCCO4)[C:45]=3[N:46]=[C:47]([C:49]3[CH:54]=[CH:53][C:52]([OH:55])=[CH:51][CH:50]=3)[CH:48]=2)=[O:42])[CH2:37][CH2:36]1)=O)(C)(C)C, predict the reaction product. The product is: [F:1][C:2]1[CH:7]=[CH:6][C:5](/[CH:60]=[CH:59]/[C:58]2[C:44]3[C:45](=[N:46][C:47]([C:49]4[CH:54]=[CH:53][C:52]([OH:55])=[CH:51][CH:50]=4)=[CH:48][C:43]=3[C:41]([N:38]3[CH2:37][CH2:36][NH:35][CH2:40][CH2:39]3)=[O:42])[NH:56][N:57]=2)=[CH:4][CH:3]=1.